From a dataset of Forward reaction prediction with 1.9M reactions from USPTO patents (1976-2016). Predict the product of the given reaction. (1) Given the reactants CC1C=C(C)C=C(C)C=1S(O[CH2:14][C@@H:15]([NH:17][S:18]([C:21]1[C:26]([CH3:27])=[CH:25][C:24]([CH3:28])=[CH:23][C:22]=1[CH3:29])(=[O:20])=[O:19])[CH3:16])(=O)=O.[NH3:30], predict the reaction product. The product is: [NH2:30][CH2:14][C@@H:15]([NH:17][S:18]([C:21]1[C:26]([CH3:27])=[CH:25][C:24]([CH3:28])=[CH:23][C:22]=1[CH3:29])(=[O:20])=[O:19])[CH3:16]. (2) The product is: [CH3:27][O:26][C:14]1[CH:15]=[CH:16][C:17]([N:19]2[CH2:24][C@@H:23]3[CH2:25][C@H:20]2[CH2:21][O:22]3)=[CH:18][C:13]=1[NH:12][C:10]([NH2:9])=[S:11]. Given the reactants C([NH:9][C:10]([NH:12][C:13]1[CH:18]=[C:17]([N:19]2[CH2:24][C@@H:23]3[CH2:25][C@H:20]2[CH2:21][O:22]3)[CH:16]=[CH:15][C:14]=1[O:26][CH3:27])=[S:11])(=O)C1C=CC=CC=1.C[O-].[Na+], predict the reaction product. (3) Given the reactants [C:1]([NH:4][C:5]1[S:20][C:8]2[CH2:9][N:10]([C:13]([O:15][C:16]([CH3:19])([CH3:18])[CH3:17])=[O:14])[CH2:11][CH2:12][C:7]=2[C:6]=1[C:21]#[N:22])(=[O:3])[CH3:2].[N-:23]=[N+:24]=[N-:25].[Na+].Cl.C(N(CC)CC)C, predict the reaction product. The product is: [C:1]([NH:4][C:5]1[S:20][C:8]2[CH2:9][N:10]([C:13]([O:15][C:16]([CH3:18])([CH3:17])[CH3:19])=[O:14])[CH2:11][CH2:12][C:7]=2[C:6]=1[C:21]1[N:23]=[N:24][NH:25][N:22]=1)(=[O:3])[CH3:2]. (4) Given the reactants [NH2:1][CH:2]1[CH2:7][CH2:6][N:5]([C:8]([C:10]2[CH:15]=[CH:14][C:13]([C:16]3[CH:17]=[CH:18][C:19]4[N:20]([C:22]([C:25]5[CH:32]=[CH:31][C:28]([C:29]#[N:30])=[CH:27][CH:26]=5)=[CH:23][N:24]=4)[CH:21]=3)=[CH:12][CH:11]=2)=[O:9])[CH2:4][CH2:3]1.[CH3:33][S:34](Cl)(=[O:36])=[O:35], predict the reaction product. The product is: [C:29]([C:28]1[CH:27]=[CH:26][C:25]([C:22]2[N:20]3[CH:21]=[C:16]([C:13]4[CH:14]=[CH:15][C:10]([C:8]([N:5]5[CH2:4][CH2:3][CH:2]([NH:1][S:34]([CH3:33])(=[O:36])=[O:35])[CH2:7][CH2:6]5)=[O:9])=[CH:11][CH:12]=4)[CH:17]=[CH:18][C:19]3=[N:24][CH:23]=2)=[CH:32][CH:31]=1)#[N:30]. (5) Given the reactants [NH2:1][C@@H:2]([C:5]([OH:7])=[O:6])[CH2:3][SH:4].[C:8](O)(=O)[C:9]1[CH:14]=[CH:13][CH:12]=[CH:11][CH:10]=1, predict the reaction product. The product is: [C:9]1([C:8]2[S:4][CH2:3][CH:2]([C:5]([OH:7])=[O:6])[N:1]=2)[CH:14]=[CH:13][CH:12]=[CH:11][CH:10]=1. (6) Given the reactants [Cl:1][C:2]1[CH:33]=[CH:32][C:5]([C:6]([NH:8][C:9]2[C:10]([CH3:31])=[C:11]([C:18](=[O:30])[C:19]3[CH:24]=[CH:23][C:22]([N+:25]([O-])=O)=[C:21]([O:28][CH3:29])[CH:20]=3)[N:12]3[C:17]=2[CH:16]=[CH:15][CH:14]=[CH:13]3)=[O:7])=[CH:4][CH:3]=1.[H][H], predict the reaction product. The product is: [Cl:1][C:2]1[CH:3]=[CH:4][C:5]([C:6]([NH:8][C:9]2[C:10]([CH3:31])=[C:11]([C:18](=[O:30])[C:19]3[CH:24]=[CH:23][C:22]([NH2:25])=[C:21]([O:28][CH3:29])[CH:20]=3)[N:12]3[C:17]=2[CH:16]=[CH:15][CH:14]=[CH:13]3)=[O:7])=[CH:32][CH:33]=1.